This data is from Full USPTO retrosynthesis dataset with 1.9M reactions from patents (1976-2016). The task is: Predict the reactants needed to synthesize the given product. (1) Given the product [C:18]([C:20]1[CH:21]=[C:22]([S:27]([NH:30][C:31]2[S:35][N:34]=[CH:33][N:32]=2)(=[O:29])=[O:28])[CH:23]=[CH:24][C:25]=1[S:9][C:4]1[CH:5]=[CH:6][CH:7]=[CH:8][C:3]=1[C:2]([F:1])([F:10])[F:11])#[N:19], predict the reactants needed to synthesize it. The reactants are: [F:1][C:2]([F:11])([F:10])[C:3]1[CH:8]=[CH:7][CH:6]=[CH:5][C:4]=1[SH:9].C(=O)([O-])[O-].[K+].[K+].[C:18]([C:20]1[CH:21]=[C:22]([S:27]([N:30](CC2C=CC(OC)=CC=2OC)[C:31]2[S:35][N:34]=[CH:33][N:32]=2)(=[O:29])=[O:28])[CH:23]=[CH:24][C:25]=1F)#[N:19].Cl. (2) Given the product [Cl:1][C:2]1[CH:7]=[CH:6][N:5]=[C:4]([CH2:8][NH:9][C:10]2[O:11][C:12]3[C:18]([O:19][CH3:20])=[CH:17][C:16]([C:21]([N:26]4[C:25]([CH:33]([OH:35])[CH3:34])([CH3:24])[CH2:30][O:29][C:28]([CH3:31])([CH3:32])[CH2:27]4)=[O:23])=[CH:15][C:13]=3[N:14]=2)[CH:3]=1, predict the reactants needed to synthesize it. The reactants are: [Cl:1][C:2]1[CH:7]=[CH:6][N:5]=[C:4]([CH2:8][NH:9][C:10]2[O:11][C:12]3[C:18]([O:19][CH3:20])=[CH:17][C:16]([C:21]([OH:23])=O)=[CH:15][C:13]=3[N:14]=2)[CH:3]=1.[CH3:24][C:25]1([CH:33]([OH:35])[CH3:34])[CH2:30][O:29][C:28]([CH3:32])([CH3:31])[CH2:27][NH:26]1.C(N(CC)C(C)C)(C)C.CN(C(ON1N=NC2C=CC=NC1=2)=[N+](C)C)C.F[P-](F)(F)(F)(F)F. (3) Given the product [CH2:32]([N:29]1[CH2:30][CH2:31][NH:26][CH:27]([C:39]([N:14]([CH2:13][C:4]2[CH:3]=[C:2]([Cl:1])[C:7]3[O:8][CH2:9][CH2:10][CH2:11][O:12][C:6]=3[CH:5]=2)[CH2:15][CH:16]([CH3:18])[CH3:17])=[O:40])[CH2:28]1)[C:33]1[CH:34]=[CH:35][CH:36]=[CH:37][CH:38]=1, predict the reactants needed to synthesize it. The reactants are: [Cl:1][C:2]1[C:7]2[O:8][CH2:9][CH2:10][CH2:11][O:12][C:6]=2[CH:5]=[C:4]([CH2:13][NH:14][CH2:15][CH:16]([CH3:18])[CH3:17])[CH:3]=1.C(OC([N:26]1[CH2:31][CH2:30][N:29]([CH2:32][C:33]2[CH:38]=[CH:37][CH:36]=[CH:35][CH:34]=2)[CH2:28][CH:27]1[C:39](O)=[O:40])=O)(C)(C)C.Cl.C(N=C=NCCCN(C)C)C.CC1C=CN=C(N)C=1C. (4) The reactants are: [OH:1][C:2]1[CH:10]=[C:9]([I:11])[CH:8]=[CH:7][C:3]=1[C:4](O)=[O:5]. Given the product [OH:5][CH2:4][C:3]1[CH:7]=[CH:8][C:9]([I:11])=[CH:10][C:2]=1[OH:1], predict the reactants needed to synthesize it. (5) The reactants are: [F:1][C:2]1[CH:10]=[CH:9][C:8]2[N:7]([C:11]3[CH:12]=[CH:13][C:14]([C:18]([OH:20])=O)=[N:15][C:16]=3[CH3:17])[C:6]3[CH:21]=[N:22][N:23](C4CCCCO4)[C:5]=3[C:4]=2[CH:3]=1.[NH2:30][CH2:31][CH2:32][OH:33].CN(C(ON1N=NC2C=CC=NC1=2)=[N+](C)C)C.F[P-](F)(F)(F)(F)F.CCN(C(C)C)C(C)C. Given the product [F:1][C:2]1[CH:10]=[CH:9][C:8]2[N:7]([C:11]3[CH:12]=[CH:13][C:14]([C:18]([NH:30][CH2:31][CH2:32][OH:33])=[O:20])=[N:15][C:16]=3[CH3:17])[C:6]3[CH:21]=[N:22][NH:23][C:5]=3[C:4]=2[CH:3]=1, predict the reactants needed to synthesize it. (6) The reactants are: Br[C:2]1[CH:3]=[N:4][C:5]([C:8]([F:11])([F:10])[F:9])=[N:6][CH:7]=1.C1(P(C2CCCCC2)C2C=CC=CC=2C2C=CC=CC=2N(C)C)CCCCC1.P([O-])([O-])([O-])=O.[K+].[K+].[K+].[CH3:48][CH:49]([N:51]1[CH2:56][CH2:55][N:54]([C:57]([C@H:59]2[CH2:63][CH2:62][NH:61][CH2:60]2)=[O:58])[CH2:53][CH2:52]1)[CH3:50]. Given the product [CH3:50][CH:49]([N:51]1[CH2:56][CH2:55][N:54]([C:57]([C@H:59]2[CH2:63][CH2:62][N:61]([C:2]3[CH:3]=[N:4][C:5]([C:8]([F:11])([F:10])[F:9])=[N:6][CH:7]=3)[CH2:60]2)=[O:58])[CH2:53][CH2:52]1)[CH3:48], predict the reactants needed to synthesize it. (7) Given the product [F:1][C:2]1[CH:3]=[C:4]([N:9]2[C:13]([CH3:14])([CH3:15])[C:12](=[O:16])[N:11]([C:17]3[CH:24]=[CH:23][C:20]([C:21]#[N:22])=[C:19]([C:25]([F:26])([F:27])[F:28])[CH:18]=3)[C:10]2=[S:29])[CH:5]=[CH:6][C:7]=1[O:8][CH:32]1[CH2:33][CH2:34][NH:30][CH2:31]1, predict the reactants needed to synthesize it. The reactants are: [F:1][C:2]1[CH:3]=[C:4]([N:9]2[C:13]([CH3:15])([CH3:14])[C:12](=[O:16])[N:11]([C:17]3[CH:24]=[CH:23][C:20]([C:21]#[N:22])=[C:19]([C:25]([F:28])([F:27])[F:26])[CH:18]=3)[C:10]2=[S:29])[CH:5]=[CH:6][C:7]=1[OH:8].[NH:30]1[CH2:34][CH2:33][CH:32](O)[CH2:31]1.N(C(N1CCCCC1)=O)=NC(N1CCCCC1)=O.C(P(CCCC)CCCC)CCC. (8) Given the product [CH:1]([N:5]1[C:13]2[CH:12]=[C:11]([Cl:14])[N:10]=[CH:9][C:8]=2[C:7]([N:15]2[CH2:16][CH2:17][S:18](=[O:26])[CH2:19][CH2:20]2)=[N:6]1)([CH2:3][CH3:4])[CH3:2], predict the reactants needed to synthesize it. The reactants are: [CH:1]([N:5]1[C:13]2[CH:12]=[C:11]([Cl:14])[N:10]=[CH:9][C:8]=2[C:7]([N:15]2[CH2:20][CH2:19][S:18][CH2:17][CH2:16]2)=[N:6]1)([CH2:3][CH3:4])[CH3:2].ClC1C=C(C=CC=1)C(OO)=[O:26]. (9) Given the product [Cl:1][C:2]1[CH:10]=[CH:9][C:8]([N+:11]([O-:13])=[O:12])=[CH:7][C:3]=1[C:4]([N:16]([CH3:17])[CH3:15])=[O:5], predict the reactants needed to synthesize it. The reactants are: [Cl:1][C:2]1[CH:10]=[CH:9][C:8]([N+:11]([O-:13])=[O:12])=[CH:7][C:3]=1[C:4](O)=[O:5].Cl.[CH3:15][NH:16][CH3:17].C(N(CC)C(C)C)(C)C.CCN=C=NCCCN(C)C.C1C=CC2N(O)N=NC=2C=1. (10) The reactants are: Cl.[NH2:2][CH2:3][C@@H:4]([C:6]1[C:14]2[S:13][C:12](=[O:15])[NH:11][C:10]=2[C:9]([O:16][CH2:17][C:18]2[CH:23]=[CH:22][CH:21]=[CH:20][CH:19]=2)=[CH:8][CH:7]=1)[OH:5].[C:24]1([CH2:30][CH2:31][O:32][CH2:33][CH2:34][O:35][CH2:36][CH2:37][CH:38]=O)[CH:29]=[CH:28][CH:27]=[CH:26][CH:25]=1. Given the product [CH2:17]([O:16][C:9]1[C:10]2[NH:11][C:12](=[O:15])[S:13][C:14]=2[C:6]([C@@H:4]([OH:5])[CH2:3][NH:2][CH2:38][CH2:37][CH2:36][O:35][CH2:34][CH2:33][O:32][CH2:31][CH2:30][C:24]2[CH:25]=[CH:26][CH:27]=[CH:28][CH:29]=2)=[CH:7][CH:8]=1)[C:18]1[CH:19]=[CH:20][CH:21]=[CH:22][CH:23]=1, predict the reactants needed to synthesize it.